This data is from Full USPTO retrosynthesis dataset with 1.9M reactions from patents (1976-2016). The task is: Predict the reactants needed to synthesize the given product. Given the product [F:13][C:11]1[CH:10]=[C:9]([N+:14]([O-:16])=[O:15])[CH:8]=[C:7]2[C:12]=1[NH:4][CH2:5][CH2:6]2, predict the reactants needed to synthesize it. The reactants are: C([N:4]1[C:12]2[C:7](=[CH:8][C:9]([N+:14]([O-:16])=[O:15])=[CH:10][C:11]=2[F:13])[CH2:6][CH2:5]1)(=O)C.C(=O)([O-])O.[Na+].